From a dataset of Peptide-MHC class I binding affinity with 185,985 pairs from IEDB/IMGT. Regression. Given a peptide amino acid sequence and an MHC pseudo amino acid sequence, predict their binding affinity value. This is MHC class I binding data. (1) The peptide sequence is GLGGDASAY. The MHC is HLA-B27:05 with pseudo-sequence HLA-B27:05. The binding affinity (normalized) is 0.0847. (2) The peptide sequence is TDYWQVTWI. The MHC is HLA-B27:05 with pseudo-sequence HLA-B27:05. The binding affinity (normalized) is 0.